Dataset: Reaction yield outcomes from USPTO patents with 853,638 reactions. Task: Predict the reaction yield, written as a fraction of the theoretical maximum amount of product (1.0 means a 100% yield; for example, 0.34 means a 34% yield). (1) The reactants are [CH2:1]([N:8]1[C:16]2[C:11](=[CH:12][CH:13]=[CH:14][CH:15]=2)[C:10]([C:17]([O:19]C)=[O:18])=[C:9]1[CH3:21])[C:2]1[CH:7]=[CH:6][CH:5]=[CH:4][CH:3]=1.[OH-].[Na+]. The catalyst is O1CCCC1.CO.O. The product is [CH2:1]([N:8]1[C:16]2[C:11](=[CH:12][CH:13]=[CH:14][CH:15]=2)[C:10]([C:17]([OH:19])=[O:18])=[C:9]1[CH3:21])[C:2]1[CH:3]=[CH:4][CH:5]=[CH:6][CH:7]=1. The yield is 0.500. (2) The reactants are [F:1][C:2]([F:19])([F:18])[C:3]([NH:5][CH:6]([C:10]1[CH:15]=[CH:14][CH:13]=[C:12]([O:16][CH3:17])[CH:11]=1)[CH2:7][CH2:8][OH:9])=[O:4].[Li][CH2:21][CH2:22][CH2:23]C.CN1C(=O)N(C)CCC1.C(Br)C=C. The catalyst is C1COCC1. The product is [CH2:23]([O:9][CH2:8][CH2:7][CH:6]([NH:5][C:3](=[O:4])[C:2]([F:18])([F:19])[F:1])[C:10]1[CH:15]=[CH:14][CH:13]=[C:12]([O:16][CH3:17])[CH:11]=1)[CH:22]=[CH2:21]. The yield is 0.270. (3) The reactants are Cl.Cl.[NH2:3][C@@:4]([C@@H:15]1[CH2:19][CH2:18][NH:17][CH2:16]1)([CH2:8][CH2:9][CH2:10][CH2:11][B:12]([OH:14])[OH:13])[C:5]([OH:7])=[O:6].C(N(CC)CC)C.[CH3:27][N:28](C)[CH:29]=[O:30].[N-]=C=O.[Cl:35][C:36]1[CH:41]=[CH:40]C=[CH:38][CH:37]=1. The catalyst is Cl. The product is [NH2:3][C:4]([C@H:15]1[CH2:19][CH2:18][N:17]([C:29](=[O:30])[NH:28][C:27]2[CH:40]=[CH:41][C:36]([Cl:35])=[CH:37][CH:38]=2)[CH2:16]1)([CH2:8][CH2:9][CH2:10][CH2:11][B:12]([OH:14])[OH:13])[C:5]([OH:7])=[O:6]. The yield is 0.0600. (4) The reactants are [Cl:1][C:2]1[CH:10]=[C:9]2[C:5]([CH2:6][C:7](=[O:11])[NH:8]2)=[CH:4][CH:3]=1.[CH3:12][O:13][C:14](=[O:31])[C:15]1[CH:20]=[CH:19][C:18]([O:21][C:22]2[CH:27]=[CH:26][C:25]([Br:28])=[CH:24][C:23]=2[CH:29]=O)=[CH:17][CH:16]=1.N1CCCC1. The catalyst is CO. The product is [CH3:12][O:13][C:14](=[O:31])[C:15]1[CH:20]=[CH:19][C:18]([O:21][C:22]2[CH:27]=[CH:26][C:25]([Br:28])=[CH:24][C:23]=2/[CH:29]=[C:6]2\[C:7](=[O:11])[NH:8][C:9]3[C:5]\2=[CH:4][CH:3]=[C:2]([Cl:1])[CH:10]=3)=[CH:17][CH:16]=1. The yield is 0.810. (5) The reactants are [Br:1][C:2]1[CH:3]=[C:4]2[C:12](=[CH:13][CH:14]=1)[NH:11][C:10]1[CH2:9][CH2:8][CH:7]([CH3:15])[CH2:6][C:5]2=1.[H-].[Na+].[C:18]([O:22][C:23](O[C:23]([O:22][C:18]([CH3:21])([CH3:20])[CH3:19])=[O:24])=[O:24])([CH3:21])([CH3:20])[CH3:19]. The catalyst is C1COCC1. The yield is 0.860. The product is [Br:1][C:2]1[CH:3]=[C:4]2[C:12](=[CH:13][CH:14]=1)[N:11]([C:23]([O:22][C:18]([CH3:21])([CH3:20])[CH3:19])=[O:24])[C:10]1[CH2:9][CH2:8][CH:7]([CH3:15])[CH2:6][C:5]2=1. (6) The reactants are C(=O)([O-])[O-].[K+].[K+].[CH2:7](Br)[CH:8]=[CH2:9].[Cl:11][C:12]1[CH:20]=[CH:19][C:15]([C:16]([OH:18])=[O:17])=[CH:14][C:13]=1[O:21][CH3:22]. The catalyst is CN(C)C=O. The product is [CH2:7]([O:18][C:16](=[O:17])[C:15]1[CH:19]=[CH:20][C:12]([Cl:11])=[C:13]([O:21][CH3:22])[CH:14]=1)[CH:8]=[CH2:9]. The yield is 0.980. (7) The reactants are [CH3:1][C:2]1[CH:3]=[C:4]([CH:7]=[CH:8][C:9]=1[N+:10]([O-:12])=[O:11])[CH:5]=O.[NH2:13][C:14]1[CH:29]=[CH:28][CH:27]=[CH:26][C:15]=1[C:16]([NH:18][C:19]1[CH:24]=[CH:23][C:22]([Cl:25])=[CH:21][CH:20]=1)=[O:17]. The catalyst is CCO. The product is [Cl:25][C:22]1[CH:23]=[CH:24][C:19]([N:18]2[C:16](=[O:17])[C:15]3[C:14](=[CH:29][CH:28]=[CH:27][CH:26]=3)[N:13]=[C:5]2[C:4]2[CH:7]=[CH:8][C:9]([N+:10]([O-:12])=[O:11])=[C:2]([CH3:1])[CH:3]=2)=[CH:20][CH:21]=1. The yield is 0.480. (8) The reactants are [CH3:1][C:2]1[CH:11]=[C:10]([NH:12][CH2:13][CH2:14][NH2:15])[C:9]2[C:4](=[CH:5][CH:6]=[CH:7][CH:8]=2)[N:3]=1.C(N(CC)CC)C.[CH3:23][CH:24]([CH3:31])/[CH:25]=[CH:26]/[S:27](Cl)(=[O:29])=[O:28]. The catalyst is C(#N)C.ClCCl. The product is [CH3:23][CH:24]([CH3:31])/[CH:25]=[CH:26]/[S:27]([NH:15][CH2:14][CH2:13][NH:12][C:10]1[C:9]2[C:4](=[CH:5][CH:6]=[CH:7][CH:8]=2)[N:3]=[C:2]([CH3:1])[CH:11]=1)(=[O:29])=[O:28]. The yield is 0.130. (9) The reactants are Br[C:2]1[CH:7]=[CH:6][C:5]2[C:8]3[CH2:9][N:10]([C:15]([O:17][C:18]([CH3:21])([CH3:20])[CH3:19])=[O:16])[CH2:11][CH2:12][C:13]=3[O:14][C:4]=2[CH:3]=1.[Cl:22][C:23]1[CH:24]=[CH:25][C:26]([CH2:29][CH2:30][C:31]2[CH:36]=[CH:35][NH:34][C:33](=[O:37])[N:32]=2)=[N:27][CH:28]=1. No catalyst specified. The product is [Cl:22][C:23]1[CH:24]=[CH:25][C:26]([CH2:29][CH2:30][C:31]2[CH:36]=[CH:35][N:34]([C:2]3[CH:7]=[CH:6][C:5]4[C:8]5[CH2:9][N:10]([C:15]([O:17][C:18]([CH3:21])([CH3:20])[CH3:19])=[O:16])[CH2:11][CH2:12][C:13]=5[O:14][C:4]=4[CH:3]=3)[C:33](=[O:37])[N:32]=2)=[N:27][CH:28]=1. The yield is 0.300.